This data is from NCI-60 drug combinations with 297,098 pairs across 59 cell lines. The task is: Regression. Given two drug SMILES strings and cell line genomic features, predict the synergy score measuring deviation from expected non-interaction effect. (1) Drug 1: CN(CC1=CN=C2C(=N1)C(=NC(=N2)N)N)C3=CC=C(C=C3)C(=O)NC(CCC(=O)O)C(=O)O. Drug 2: C1CN(P(=O)(OC1)NCCCl)CCCl. Cell line: UACC-257. Synergy scores: CSS=9.34, Synergy_ZIP=0.261, Synergy_Bliss=-0.753, Synergy_Loewe=-51.1, Synergy_HSA=-1.90. (2) Drug 1: C1CC(=O)NC(=O)C1N2CC3=C(C2=O)C=CC=C3N. Drug 2: COC1=C2C(=CC3=C1OC=C3)C=CC(=O)O2. Cell line: MALME-3M. Synergy scores: CSS=1.11, Synergy_ZIP=2.23, Synergy_Bliss=1.94, Synergy_Loewe=1.59, Synergy_HSA=-0.193. (3) Drug 1: CCN(CC)CCCC(C)NC1=C2C=C(C=CC2=NC3=C1C=CC(=C3)Cl)OC. Drug 2: C(CN)CNCCSP(=O)(O)O. Cell line: SK-MEL-28. Synergy scores: CSS=7.27, Synergy_ZIP=-2.87, Synergy_Bliss=-4.53, Synergy_Loewe=-19.4, Synergy_HSA=-8.06. (4) Drug 1: CC1=C2C(C(=O)C3(C(CC4C(C3C(C(C2(C)C)(CC1OC(=O)C(C(C5=CC=CC=C5)NC(=O)C6=CC=CC=C6)O)O)OC(=O)C7=CC=CC=C7)(CO4)OC(=O)C)O)C)OC(=O)C. Drug 2: CCN(CC)CCCC(C)NC1=C2C=C(C=CC2=NC3=C1C=CC(=C3)Cl)OC. Cell line: MDA-MB-435. Synergy scores: CSS=27.1, Synergy_ZIP=-9.77, Synergy_Bliss=-16.3, Synergy_Loewe=-29.0, Synergy_HSA=-14.2.